Dataset: Catalyst prediction with 721,799 reactions and 888 catalyst types from USPTO. Task: Predict which catalyst facilitates the given reaction. Reactant: [Cl:1][C:2]1[N:7]=[CH:6][C:5]([NH:8][C:9](=[O:15])[O:10][C:11]([CH3:14])([CH3:13])[CH3:12])=[C:4]([CH:16]=[O:17])[CH:3]=1.O1CCC[CH2:19]1.C[Mg]I. Product: [Cl:1][C:2]1[N:7]=[CH:6][C:5]([NH:8][C:9](=[O:15])[O:10][C:11]([CH3:12])([CH3:13])[CH3:14])=[C:4]([CH:16]([OH:17])[CH3:19])[CH:3]=1. The catalyst class is: 28.